Dataset: Forward reaction prediction with 1.9M reactions from USPTO patents (1976-2016). Task: Predict the product of the given reaction. (1) Given the reactants Br[C:2]1[CH:11]=[CH:10][C:5]([C:6]([O:8][CH3:9])=O)=[CH:4][C:3]=1[CH2:12][O:13]C.O[N:16]=[C:17]([C:19]1[CH:20]=[N:21][C:22]([O:25][CH3:26])=[CH:23][CH:24]=1)[NH2:18], predict the reaction product. The product is: [CH3:26][O:25][C:22]1[CH:23]=[CH:24][C:19]([C:17]2[N:18]=[C:12]([C:3]3[CH:2]=[CH:11][C:10]([C:2]4[CH:11]=[CH:10][CH:5]=[CH:4][C:3]=4[CH3:12])=[C:5]([CH2:6][O:8][CH3:9])[CH:4]=3)[O:13][N:16]=2)=[CH:20][N:21]=1. (2) Given the reactants [CH2:1]([NH2:8])[C:2]1[CH:7]=[CH:6][CH:5]=[CH:4][CH:3]=1.[Cl:9][C:10]1[CH:15]=[CH:14][C:13]([C:16]2([C:20]([C:22]3[CH:23]=[C:24]([CH:35]=[CH:36][CH:37]=3)[O:25][CH2:26][CH2:27][NH:28][S:29]([CH2:32][CH2:33][CH3:34])(=[O:31])=[O:30])=O)[CH2:19][CH2:18][CH2:17]2)=[CH:12][CH:11]=1.C(O)(C)C.O, predict the reaction product. The product is: [CH2:1]([NH:8][CH:20]([C:16]1([C:13]2[CH:14]=[CH:15][C:10]([Cl:9])=[CH:11][CH:12]=2)[CH2:19][CH2:18][CH2:17]1)[C:22]1[CH:23]=[C:24]([CH:35]=[CH:36][CH:37]=1)[O:25][CH2:26][CH2:27][NH:28][S:29]([CH2:32][CH2:33][CH3:34])(=[O:31])=[O:30])[C:2]1[CH:7]=[CH:6][CH:5]=[CH:4][CH:3]=1. (3) The product is: [F:10][C:4]1[CH:3]=[C:2]([C:17]2([OH:16])[CH2:18][CH2:19][N:20]([C:23]([O:25][C:26]([CH3:28])([CH3:27])[CH3:29])=[O:24])[CH2:21][CH2:22]2)[CH:7]=[CH:6][C:5]=1[O:8][CH3:9]. Given the reactants Br[C:2]1[CH:7]=[CH:6][C:5]([O:8][CH3:9])=[C:4]([F:10])[CH:3]=1.C([Li])CCC.[O:16]=[C:17]1[CH2:22][CH2:21][N:20]([C:23]([O:25][C:26]([CH3:29])([CH3:28])[CH3:27])=[O:24])[CH2:19][CH2:18]1, predict the reaction product. (4) Given the reactants [N:1]([O-:3])=[O:2].[Na+].[CH:5]1([C:8]2[C:17]3[C:12](=[CH:13][CH:14]=[CH:15][CH:16]=3)[CH:11]=[CH:10][CH:9]=2)[CH2:7][CH2:6]1.O, predict the reaction product. The product is: [CH:5]1([C:8]2[C:17]3[C:12](=[CH:13][CH:14]=[CH:15][CH:16]=3)[C:11]([N+:1]([O-:3])=[O:2])=[CH:10][CH:9]=2)[CH2:7][CH2:6]1. (5) The product is: [F:1][C:2]1[CH:10]=[C:9]2[C:5]([CH:6]=[CH:7][NH:8]2)=[CH:4][C:3]=1[CH2:11][NH2:12]. Given the reactants [F:1][C:2]1[CH:10]=[C:9]2[C:5]([CH:6]=[CH:7][NH:8]2)=[CH:4][C:3]=1[CH:11]=[N:12]O, predict the reaction product. (6) Given the reactants [CH3:1][O:2][C:3]1[CH:11]=[C:10]2[C:6]([CH:7]=[N:8][NH:9]2)=[CH:5][C:4]=1[NH:12][C:13]1[C:14]2[C:21]3[CH2:22][CH2:23][CH:24]([C:26]([OH:28])=O)[CH2:25][C:20]=3[S:19][C:15]=2[N:16]=[CH:17][N:18]=1.[F:29][CH:30]([F:34])[CH2:31][NH:32][CH3:33], predict the reaction product. The product is: [F:29][CH:30]([F:34])[CH2:31][N:32]([CH3:33])[C:26]([CH:24]1[CH2:23][CH2:22][C:21]2[C:14]3[C:13]([NH:12][C:4]4[CH:5]=[C:6]5[C:10](=[CH:11][C:3]=4[O:2][CH3:1])[NH:9][N:8]=[CH:7]5)=[N:18][CH:17]=[N:16][C:15]=3[S:19][C:20]=2[CH2:25]1)=[O:28].